From a dataset of NCI-60 drug combinations with 297,098 pairs across 59 cell lines. Regression. Given two drug SMILES strings and cell line genomic features, predict the synergy score measuring deviation from expected non-interaction effect. (1) Drug 1: CS(=O)(=O)C1=CC(=C(C=C1)C(=O)NC2=CC(=C(C=C2)Cl)C3=CC=CC=N3)Cl. Drug 2: CC1=C(N=C(N=C1N)C(CC(=O)N)NCC(C(=O)N)N)C(=O)NC(C(C2=CN=CN2)OC3C(C(C(C(O3)CO)O)O)OC4C(C(C(C(O4)CO)O)OC(=O)N)O)C(=O)NC(C)C(C(C)C(=O)NC(C(C)O)C(=O)NCCC5=NC(=CS5)C6=NC(=CS6)C(=O)NCCC[S+](C)C)O. Cell line: OVCAR-8. Synergy scores: CSS=8.92, Synergy_ZIP=-4.18, Synergy_Bliss=-5.09, Synergy_Loewe=-8.85, Synergy_HSA=-3.18. (2) Drug 1: CN1CCC(CC1)COC2=C(C=C3C(=C2)N=CN=C3NC4=C(C=C(C=C4)Br)F)OC. Drug 2: CN(C)C1=NC(=NC(=N1)N(C)C)N(C)C. Cell line: A549. Synergy scores: CSS=15.3, Synergy_ZIP=0.649, Synergy_Bliss=3.19, Synergy_Loewe=-18.2, Synergy_HSA=-0.477. (3) Drug 1: CN1C2=C(C=C(C=C2)N(CCCl)CCCl)N=C1CCCC(=O)O.Cl. Drug 2: N.N.Cl[Pt+2]Cl. Cell line: MCF7. Synergy scores: CSS=16.3, Synergy_ZIP=-1.000, Synergy_Bliss=1.82, Synergy_Loewe=-5.21, Synergy_HSA=0.543. (4) Drug 1: CCCS(=O)(=O)NC1=C(C(=C(C=C1)F)C(=O)C2=CNC3=C2C=C(C=N3)C4=CC=C(C=C4)Cl)F. Drug 2: CC12CCC3C(C1CCC2O)C(CC4=C3C=CC(=C4)O)CCCCCCCCCS(=O)CCCC(C(F)(F)F)(F)F. Cell line: HCC-2998. Synergy scores: CSS=-2.38, Synergy_ZIP=8.89, Synergy_Bliss=8.51, Synergy_Loewe=-5.82, Synergy_HSA=-4.17. (5) Drug 1: C(CC(=O)O)C(=O)CN.Cl. Drug 2: C(CN)CNCCSP(=O)(O)O. Cell line: SN12C. Synergy scores: CSS=4.26, Synergy_ZIP=-0.908, Synergy_Bliss=4.56, Synergy_Loewe=-9.90, Synergy_HSA=-2.38.